Dataset: Catalyst prediction with 721,799 reactions and 888 catalyst types from USPTO. Task: Predict which catalyst facilitates the given reaction. (1) Reactant: [C:1]([O:5][C:6]([N:8]1[CH2:13][CH2:12][N:11]([CH2:14][C:15]2[CH:20]=[CH:19][CH:18]=[CH:17][CH:16]=2)[CH2:10][C@H:9]1[C:21]([OH:23])=O)=[O:7])([CH3:4])([CH3:3])[CH3:2].C(NC(C)C)(C)C.[C@H:31]1([NH2:41])[C:40]2[C:35](=[CH:36][CH:37]=[CH:38][CH:39]=2)[CH2:34][CH2:33][CH2:32]1.CN(C(ON1N=NC2C=CC=CC1=2)=[N+](C)C)C.F[P-](F)(F)(F)(F)F.C1C=CC2N(O)N=NC=2C=1. Product: [C:1]([O:5][C:6]([N:8]1[CH2:13][CH2:12][N:11]([CH2:14][C:15]2[CH:20]=[CH:19][CH:18]=[CH:17][CH:16]=2)[CH2:10][C@H:9]1[C:21](=[O:23])[NH:41][C@H:31]1[C:40]2[C:35](=[CH:36][CH:37]=[CH:38][CH:39]=2)[CH2:34][CH2:33][CH2:32]1)=[O:7])([CH3:2])([CH3:3])[CH3:4]. The catalyst class is: 329. (2) Reactant: Cl[C:2]1[CH:9]=[C:8]([C:10]([F:13])([F:12])[F:11])[CH:7]=[C:6]([Cl:14])[C:3]=1[CH:4]=[O:5].[CH3:15][O:16][C:17]([C:19]1[CH:24]=[CH:23][C:22](B(O)O)=[CH:21][CH:20]=1)=[O:18].[O-]P([O-])([O-])=O.[K+].[K+].[K+]. Product: [Cl:14][C:6]1[C:3]([CH:4]=[O:5])=[C:2]([C:22]2[CH:23]=[CH:24][C:19]([C:17]([O:16][CH3:15])=[O:18])=[CH:20][CH:21]=2)[CH:9]=[C:8]([C:10]([F:13])([F:12])[F:11])[CH:7]=1. The catalyst class is: 117. (3) Reactant: [Br:1][C:2]1[CH:7]=[CH:6][C:5]([C:8]([NH:10][C:11]2[N:15]([CH3:16])[N:14]=[CH:13][C:12]=2[C:17]([OH:19])=O)=[O:9])=[C:4]([F:20])[CH:3]=1.[Cl-].ClC1N(C)CC[NH+]1C.CCN(C(C)C)C(C)C.[NH2:39][CH2:40][C@@H:41]1[CH2:45][CH2:44][N:43]([C:46]([O:48][C:49]([CH3:52])([CH3:51])[CH3:50])=[O:47])[CH2:42]1. Product: [Br:1][C:2]1[CH:7]=[CH:6][C:5]([C:8]([NH:10][C:11]2[N:15]([CH3:16])[N:14]=[CH:13][C:12]=2[C:17]([NH:39][CH2:40][C@@H:41]2[CH2:45][CH2:44][N:43]([C:46]([O:48][C:49]([CH3:52])([CH3:51])[CH3:50])=[O:47])[CH2:42]2)=[O:19])=[O:9])=[C:4]([F:20])[CH:3]=1. The catalyst class is: 3.